This data is from Reaction yield outcomes from USPTO patents with 853,638 reactions. The task is: Predict the reaction yield, written as a fraction of the theoretical maximum amount of product (1.0 means a 100% yield; for example, 0.34 means a 34% yield). The reactants are C(N(CC)CC)C.[CH3:8][S:9](Cl)(=[O:11])=[O:10].[CH2:13]([O:17][C:18]1[CH:23]=[CH:22][C:21]([S:24]([NH:27][CH2:28][C:29]([N:38]2[CH2:43][CH2:42][NH:41][CH2:40][CH2:39]2)([C:34]([O:36][CH3:37])=[O:35])[C:30]([O:32][CH3:33])=[O:31])(=[O:26])=[O:25])=[CH:20][CH:19]=1)[C:14]#[C:15][CH3:16]. The catalyst is ClCCl. The product is [CH2:13]([O:17][C:18]1[CH:23]=[CH:22][C:21]([S:24]([NH:27][CH2:28][C:29]([N:38]2[CH2:39][CH2:40][N:41]([S:9]([CH3:8])(=[O:11])=[O:10])[CH2:42][CH2:43]2)([C:30]([O:32][CH3:33])=[O:31])[C:34]([O:36][CH3:37])=[O:35])(=[O:26])=[O:25])=[CH:20][CH:19]=1)[C:14]#[C:15][CH3:16]. The yield is 0.580.